Dataset: Human Reference Interactome with 51,813 positive PPI pairs across 8,248 proteins, plus equal number of experimentally-validated negative pairs. Task: Binary Classification. Given two protein amino acid sequences, predict whether they physically interact or not. (1) Protein 1 (ENSG00000126368) has sequence MTTLDSNNNTGGVITYIGSSGSSPSRTSPESLYSDNSNGSFQSLTQGCPTYFPPSPTGSLTQDPARSFGSIPPSLSDDGSPSSSSSSSSSSSSFYNGSPPGSLQVAMEDSSRVSPSKSTSNITKLNGMVLLCKVCGDVASGFHYGVHACEGCKGFFRRSIQQNIQYKRCLKNENCSIVRINRNRCQQCRFKKCLSVGMSRDAVRFGRIPKREKQRMLAEMQSAMNLANNQLSSQCPLETSPTQHPTPGPMGPSPPPAPVPSPLVGFSQFPQQLTPPRSPSPEPTVEDVISQVARAHREIF.... Protein 2 (ENSG00000151790) has sequence MLKVVSRMHRVSVILKLLVQQFSILETMTALDFNDFREYLSPASGFQSLQFRLLENKIGVLQNMRMLKVVSRMHRVSVILKLLVQQFSILETMTALDFNDFREYLSPASGFQSLMSGCPFLGNNFGYTFKKLPVEGSEEDKSQTGVNRASKGGLIYGNYLHLEKVLNAQELQSETKGNKIHDEHLFIITHQAYELWFKQILWELDSVREIFQNGHVRDERNMLKVVSRMHRVSVILKLLVQQFSILETMTALDFNDFREYLSPASGFQSLQFRLLENKIGVLQNMRVPYNRRHYRDNFKG.... Result: 1 (the proteins interact). (2) Protein 1 (ENSG00000179820) has sequence MPVTVTRTTITTTTTSSSGLGSPMIVGSPRALTQPLGLLRLLQLVSTCVAFSLVASVGAWTGSMGNWSMFTWCFCFSVTLIILIVELCGLQARFPLSWRNFPITFACYAALFCLSASIIYPTTYVQFLSHGRSRDHAIAATFFSCIACVAYATEVAWTRARPGEITGYMATVPGLLKVLETFVACIIFAFISDPNLYQHQPALMPVTVTRTTITTTTTSSSGLGSPMIVGSPRALTQPLGLLRLLQLVSTCVAFSLVASVGAWTGSMGNWSMFTWCFCFSVTLIILIVELCGLQARFPLS.... Protein 2 (ENSG00000138757) has sequence MVMEKPSPLLVGREFVRQYYTLLNKAPEYLHRFYGRNSSYVHGGVDASGKPQEAVYGQNDIHHKVLSLNFSECHTKIRHVDAHATLSDGVVVQVMGLLSNSGQPERKFMQTFVLAPEGSVPNKFYVHNDMFRYEDEVFGDSEPELDEESEDEVEEEQEERQPSPEPVQENANSGYYEAHPVTNGIEEPLEESSHEPEPEPESETKTEELKPQVEEKNLEELEEKSTTPPPAEPVSLPQEPPKPRVEAKPEVQSQPPRVREQRPRERPGFPPRGPRPGRGDMEQNDSDNRRIIRYPDSHQL.... Result: 0 (the proteins do not interact). (3) Protein 1 (ENSG00000157216) has sequence MFAKGKGSAVPSDGQAREKLALYVYEYLLHVGAQKSAQTFLSEIRWEKNITLGEPPGFLHSWWCVFWDLYCAAPERRDTCEHSSEAKAFHDYSAAAAPSPVLGNIPPNDGMPGGPIPPGFFQGPPGSQPSPHAQPPPHNPSSMMGPHSQPPGGVPGTQPLLPNSMDPTRQQGHPNMGGSMQRMNPPRGMGPMGPGPQNYGSGMRPPPNSLGPAMPGINMGPGAGRPWPNPNSANSIPYSSSSPGTYVGPPGGGGPPGTPIMPSPADSTNSSDNIYTMINPVPPGGSRSNFPMGPGSDGPM.... Protein 2 (ENSG00000120659) has sequence MFVALLGLGLGQVVCSVALFFYFRAQMDPNRISEDGTHCIYRILRLHENADFQDTTLESQDTKLIPDSCRRIKQAFQGAVQKELQHIVGSQHIRAEKAMVDGSWLDLAKRSKLEAQPFAHLTINATDIPSGSHKVSLSSWYHDRGWAKISNMTFSNGKLIVNQDGFYYLYANICFRHHETSGDLATEYLQLMVYVTKTSIKIPSSHTLMKGGSTKYWSGNSEFHFYSINVGGFFKLRSGEEISIEVSNPSLLDPDQDATYFGAFKVRDID*MDPNRISEDGTHCIYRILRLHENADFQDT.... Result: 0 (the proteins do not interact). (4) Protein 1 (ENSG00000197961) has sequence MAEIHNGGELCDFMENGEIFSEHSCLNAHMGTENTGDTYDCDEYGENFPMLHNSAPAGETLSVLNQCRKAFSLPPNVHQRTWIGDKSFEYSDCEEAFVDQSHLQANRITHNGETLYEQKQCGRAFTYSTSHAVSVKMHTVEKPYECKECGKFFRYSSYLNSHMRTHTGEKPYECKECGKCFTVSSHLVEHVRIHTGEKPYQCKECGRAFAGRSGLTKHVRIHTGEKPYECNECGKAYNRFYLLTEHFKTHTEEKPFECKVCGKSFRSSSCLKNHFRIHTGIKPYKCKECGKAFTVSSSLH.... Protein 2 (ENSG00000108064) has sequence MAFLRSMWGVLSALGRSGAELCTGCGSRLRSPFSFVYLPRWFSSVLASCPKKPVSSYLRFSKEQLPIFKAQNPDAKTTELIRRIAQRWRELPDSKKKIYQDAYRAEWQVYKEEISRFKEQLTPSQIMSLEKEIMDKHLKRKAMTKKKEKLKTVKENWKNLSDSEKELYIQHAKEDETRYHNEMKSWEEQMIEVGRKDLLRRTIKKQRKYGAEEC*XELCTGCGSRLRSPFSFVYLPRWFSSVLASCPKKPVSSYLRFSKEQLPIFKAQNPDAKTTELIRRIAQRWRELPDSKKKIYQDAY.... Result: 0 (the proteins do not interact). (5) Protein 1 (ENSG00000108349) has sequence MADRRRQRASQDTEDEESGASGSDSGGSPLRGGGSCSGSAGGGGSGSLPSQRGGRTGALHLRRVESGGAKSAEESECESEDGIEGDAVLSDYESAEDSEGEEGEYSEEENSKVELKSEANDAVNSSTKEEKGEEKPDTKSTVTGERQSGDGQESTEPVENKVGKKGPKHLDDDEDRKNPAYIPRKGLFFEHDLRGQTQEEEVRPKGRQRKLWKDEGRWEHDKFREDEQAPKSRQELIALYGYDIRSAHNPDDIKPRRIRKPRYGSPPQRDPNWNGERLNKSHRHQGLGGTLPPRTFINRN.... Protein 2 (ENSG00000187094) has sequence MNSGVCLCVLMAVLAAGALTQPVPPADPAGSGLQRAEEAPRRQLRVSQRTDGESRAHLGALLARYIQQARKAPSGRMSIVKNLQNLDPSHRISDRDYMGWMDFGRRSAEEYEYPS*. Result: 0 (the proteins do not interact). (6) Protein 1 (ENSG00000089177) has sequence MASVKVAVRVRPMNRREKDLEAKFIIQMEKSKTTITNLKIPEGGTGDSGRERTKTFTYDFSFYSADTKSPDYVSQEMVFKTLGTDVVKSAFEGYNACVFAYGQTGSGKSYTMMGNSGDSGLIPRICEGLFSRINETTRWDEASFRTEVSYLEIYNERVRDLLRRKSSKTFNLRVREHPKEGPYVEDLSKHLVQNYGDVEELMDAGNINRTTAATGMNDVSSRSHAIFTIKFTQAKFDSEMPCETVSKIHLVDLAGSERADATGATGVRLKEGGNINKSLVTLGNVISALADLSQDAANTL.... Protein 2 (ENSG00000143036) has sequence MHCLGAEYLVSAEGAPRQREWRPQIYRKCTDTAWLFLFFLFWTGLVFIMGYSVVAGAAGRLLFGYDSFGNMCGKKNSPVEGAPLSGQDMTLKKHVFFMNSCNLEVKGTQLNRMALCVSNCPEEQLDSLEEVQFFANTSGSFLCVYSLNSFNYTHSPKADSLCPRLPVPPSKSFPLFNRCVPQTPECYSLFASVLINDVDTLHRILSGIMSGRDTILGLCILALALSLAMMFTFRFITTLLVHIFISLVILGLLFVCGVLWWLYYDYTNDLSIELDTERENMKCVLGFAIVSTGITAVLLV.... Result: 0 (the proteins do not interact). (7) Protein 1 (ENSG00000221813) has sequence MELENQTRVTKFILVGFPGSLSMRAAMFLIFLVAYILTVAENVIIILLVLQNRPLHKPMYFFLANLSFLETWYISVTVPKLLFSFWSVNNSISFTLCMIQLYFFIALMCTECVLLAAMAYDRYVAICRPLHYPTIMSHGLCFRLALGSWAIGFGISLAKIYFISCLSFCGPNVINHFFCDISPVLNLSCTDMSITELVDFILALVIFLFPLFITVLSYGCILATILCMPTGKQKAFSTCASHLVVVTIFYSAIIFMYARPRVIHAFNMNKIISIFYAIVTPSLNPFIYCLRNREVKEALK.... Protein 2 (ENSG00000074219) has sequence MGEPRAGAALDDGSGWTGSEEGSEEGTGGSEGAGGDGGPDAEGVWSPDIEQSFQEALAIYPPCGRRKIILSDEGKMYGRNELIARYIKLRTGKTRTRKQVSSHIQVLARRKSREIQSKLKDQVSKDKAFQTMATMSSAQLISAPSLQAKLGPTGPQASELFQFWSGGSGPPWNVPDVKPFSQTPFTLSLTPPSTDLPGYEPPQALSPLPPPTPSPPAWQARGLGTARLQLVEFSAFVEPPDAVDSYQRHLFVHISQHCPSPGAPPLESVDVRQIYDKFPEKKGGLRELYDRGPPHAFFLV.... Result: 0 (the proteins do not interact).